This data is from Full USPTO retrosynthesis dataset with 1.9M reactions from patents (1976-2016). The task is: Predict the reactants needed to synthesize the given product. (1) Given the product [OH:7][C:8]1[C:9]([CH3:17])=[C:10]([CH:14]=[CH:15][CH:16]=1)[C:11]([NH2:19])=[O:12], predict the reactants needed to synthesize it. The reactants are: C(Cl)(=O)C(Cl)=O.[OH:7][C:8]1[C:9]([CH3:17])=[C:10]([CH:14]=[CH:15][CH:16]=1)[C:11](O)=[O:12].C[N:19](C)C=O. (2) Given the product [CH:1]([C:2]1[C:12]([CH3:13])=[CH:11][CH:10]=[CH:9][C:3]=1[O:4][CH2:5][C:6]([NH2:8])=[O:7])=[O:14], predict the reactants needed to synthesize it. The reactants are: [CH3:1][C:2]1[C:12]([CH3:13])=[CH:11][CH:10]=[CH:9][C:3]=1[O:4][CH2:5][C:6]([NH2:8])=[O:7].[O-:14]S(OOS([O-])(=O)=O)(=O)=O.[K+].[K+].CC#N. (3) Given the product [CH:1]12[CH2:7][CH:4]([CH:5]=[CH:6]1)[CH2:3][CH:2]2[NH:8][C:9](=[S:10])[NH:11][N:12]=[CH:22][C:21]1[CH:20]=[CH:19][C:18]([N:13]2[CH2:17][CH2:16][CH2:15][CH2:14]2)=[CH:25][CH:24]=1, predict the reactants needed to synthesize it. The reactants are: [CH:1]12[CH2:7][CH:4]([CH:5]=[CH:6]1)[CH2:3][CH:2]2[NH:8][C:9]([NH:11][NH2:12])=[S:10].[N:13]1([C:18]2[CH:25]=[CH:24][C:21]([CH:22]=O)=[CH:20][CH:19]=2)[CH2:17][CH2:16][CH2:15][CH2:14]1. (4) Given the product [F:22][C:13]([F:21])([C:14]1[CH:19]=[CH:18][C:17]([F:20])=[CH:16][CH:15]=1)[CH2:12][CH2:11][S:10][C:6]1[N:7]=[CH:8][S:9][C:5]=1[C:3]([OH:4])=[O:2], predict the reactants needed to synthesize it. The reactants are: C[O:2][C:3]([C:5]1[S:9][CH:8]=[N:7][C:6]=1[S:10][CH2:11][CH2:12][C:13]([F:22])([F:21])[C:14]1[CH:19]=[CH:18][C:17]([F:20])=[CH:16][CH:15]=1)=[O:4].[OH-].[K+].CCO. (5) Given the product [CH3:20][C:17]1[O:16][C:15]([CH2:14][NH2:13])=[CH:19][CH:18]=1.[F:21][C:22]1[CH:29]=[CH:28][C:25]([CH2:26][NH:1][CH2:2][C:3]2[CH:12]=[CH:11][CH:10]=[C:9]3[C:4]=2[CH:5]=[CH:6][C:7]([NH:13][CH2:14][C:15]2[O:16][C:17]([CH3:20])=[CH:18][CH:19]=2)=[N:8]3)=[CH:24][CH:23]=1, predict the reactants needed to synthesize it. The reactants are: [NH2:1][CH2:2][C:3]1[CH:12]=[CH:11][CH:10]=[C:9]2[C:4]=1[CH:5]=[CH:6][C:7]([NH:13][CH2:14][C:15]1[O:16][C:17]([CH3:20])=[CH:18][CH:19]=1)=[N:8]2.[F:21][C:22]1[CH:29]=[CH:28][C:25]([CH:26]=O)=[CH:24][CH:23]=1.C(O)(=O)C. (6) Given the product [CH2:13]([NH:17][C:1](=[O:12])/[CH:2]=[CH:3]/[CH2:4][CH2:5][CH2:6][CH2:7][CH2:8][CH2:9][CH3:10])[CH2:14][CH2:15][CH3:16], predict the reactants needed to synthesize it. The reactants are: [C:1]([OH:12])(=O)/[CH:2]=[CH:3]/[CH2:4][CH2:5][CH2:6][CH2:7][CH2:8][CH2:9][CH3:10].[CH2:13]([NH2:17])[CH2:14][CH2:15][CH3:16]. (7) Given the product [CH3:24][C:17]1[CH:16]=[C:15]([NH2:14])[C:23]2[O:22][CH:21]=[CH:20][C:19]=2[CH:18]=1, predict the reactants needed to synthesize it. The reactants are: C(=[N:14][C:15]1[C:23]2[O:22][CH:21]=[CH:20][C:19]=2[CH:18]=[C:17]([CH3:24])[CH:16]=1)(C1C=CC=CC=1)C1C=CC=CC=1.Cl.[OH-].[Na+]. (8) Given the product [CH3:8][C:5]1[N:6]=[CH:7][C:2]([O:1][C:10]2[CH:15]=[CH:14][C:13]([N+:16]([O-:18])=[O:17])=[CH:12][CH:11]=2)=[CH:3][CH:4]=1, predict the reactants needed to synthesize it. The reactants are: [OH:1][C:2]1[CH:3]=[CH:4][C:5]([CH3:8])=[N:6][CH:7]=1.F[C:10]1[CH:15]=[CH:14][C:13]([N+:16]([O-:18])=[O:17])=[CH:12][CH:11]=1.C([O-])([O-])=O.[K+].[K+].O. (9) Given the product [NH2:27][C:25]1[C:21]2([CH2:24][CH2:23][CH2:22]2)[S:20](=[O:28])(=[O:29])[CH2:19][C@:18]([C:16]2[CH:17]=[C:12]([NH:11][C:8]([C:5]3[CH:4]=[CH:3][C:2]([Cl:1])=[CH:7][N:6]=3)=[O:10])[CH:13]=[CH:14][C:15]=2[F:31])([CH3:30])[N:26]=1, predict the reactants needed to synthesize it. The reactants are: [Cl:1][C:2]1[CH:3]=[CH:4][C:5]([C:8]([OH:10])=O)=[N:6][CH:7]=1.[NH2:11][C:12]1[CH:13]=[CH:14][C:15]([F:31])=[C:16]([C@@:18]2([CH3:30])[N:26]=[C:25]([NH2:27])[C:21]3([CH2:24][CH2:23][CH2:22]3)[S:20](=[O:29])(=[O:28])[CH2:19]2)[CH:17]=1. (10) Given the product [NH:20]1[C:18]2[CH:19]=[CH:14][CH:15]=[CH:16][C:17]=2[NH:21][C:22]1=[O:23], predict the reactants needed to synthesize it. The reactants are: FC1C=CC(OC)=C([N+]([O-])=O)C=1F.[CH:14]1[CH:19]=[C:18]([NH2:20])[C:17]([NH:21][C:22](C2C=CC(N)=CC=2)=[O:23])=[CH:16][CH:15]=1.C1N=CN(C(N2C=NC=C2)=O)C=1.